This data is from Catalyst prediction with 721,799 reactions and 888 catalyst types from USPTO. The task is: Predict which catalyst facilitates the given reaction. (1) Reactant: [CH2:1]([O:8][C:9]1[CH:17]=[CH:16][C:12]([C:13](O)=[O:14])=[CH:11][CH:10]=1)[C:2]1[CH:7]=[CH:6][CH:5]=[CH:4][CH:3]=1.C(Cl)(=O)C([Cl:21])=O.CN(C)C=O. Product: [CH2:1]([O:8][C:9]1[CH:17]=[CH:16][C:12]([C:13]([Cl:21])=[O:14])=[CH:11][CH:10]=1)[C:2]1[CH:7]=[CH:6][CH:5]=[CH:4][CH:3]=1. The catalyst class is: 2. (2) Reactant: [Cl:1][C:2]1[CH:3]=[N:4][C:5]2[C:10]([C:11]=1[CH:12]([CH2:29]O)[CH2:13]N1CC[C@H](NC(=O)OC(C)(C)C)[C@H](O)C1)=[N:9][C:8]([O:31]C)=[CH:7][CH:6]=2.C(N(C(C)C)CC)(C)C.C1(C)C=CC(S(OS(C2C=CC(C)=CC=2)(=O)=O)(=O)=O)=CC=1. Product: [Cl:1][C:2]1[CH:3]=[N:4][C:5]2[CH:6]=[CH:7][C:8](=[O:31])[N:9]3[CH2:13][C:12](=[CH2:29])[C:11]=1[C:10]=23. The catalyst class is: 4. (3) Reactant: [F:1][C:2]1[CH:7]=[CH:6][C:5]([C@H:8]([NH:28][C:29](=[S:37])[NH:30][CH2:31][C:32]([O:34]CC)=O)[CH2:9][O:10][Si:11]([C:22]2[CH:27]=[CH:26][CH:25]=[CH:24][CH:23]=2)([C:16]2[CH:21]=[CH:20][CH:19]=[CH:18][CH:17]=2)[C:12]([CH3:15])([CH3:14])[CH3:13])=[CH:4][CH:3]=1.C(O[K])(C)(C)C.O. Product: [Si:11]([O:10][CH2:9][C@@H:8]([N:28]1[C:32](=[O:34])[CH2:31][NH:30][C:29]1=[S:37])[C:5]1[CH:4]=[CH:3][C:2]([F:1])=[CH:7][CH:6]=1)([C:12]([CH3:15])([CH3:14])[CH3:13])([C:22]1[CH:27]=[CH:26][CH:25]=[CH:24][CH:23]=1)[C:16]1[CH:21]=[CH:20][CH:19]=[CH:18][CH:17]=1. The catalyst class is: 7. (4) Reactant: Br[C:2]1[C:3]([N+:27]([O-])=O)=[CH:4][C:5]2[O:9][C:8]3[CH:10]=[C:11]([S:14]([NH:17][C@@H:18]([CH:23]([CH3:25])[CH3:24])[C:19]([O:21][CH3:22])=[O:20])(=[O:16])=[O:15])[CH:12]=[CH:13][C:7]=3[C:6]=2[CH:26]=1. Product: [NH2:27][C:3]1[CH:2]=[CH:26][C:6]2[C:7]3[CH:13]=[CH:12][C:11]([S:14]([NH:17][C@@H:18]([CH:23]([CH3:24])[CH3:25])[C:19]([O:21][CH3:22])=[O:20])(=[O:15])=[O:16])=[CH:10][C:8]=3[O:9][C:5]=2[CH:4]=1. The catalyst class is: 19. (5) Reactant: [Cl:1][C:2]1[CH:3]=[C:4]([CH:8]=[C:9]([Cl:15])[C:10]=1[C:11]([O:13][CH3:14])=[O:12])[C:5](O)=[O:6].C(Cl)(=O)C(Cl)=O.Cl.CN.[CH2:25]([N:27](CC)CC)C. Product: [Cl:1][C:2]1[CH:3]=[C:4]([C:5](=[O:6])[NH:27][CH3:25])[CH:8]=[C:9]([Cl:15])[C:10]=1[C:11]([O:13][CH3:14])=[O:12]. The catalyst class is: 204. (6) Reactant: [CH2:1]([CH:3]([CH2:19][CH3:20])[CH2:4][NH:5][CH:6]1[CH2:11][CH2:10][N:9](C([O:14][C:15]([CH3:18])(C)C)=O)[CH2:8][CH2:7]1)[CH3:2].[F:21][C:22]1[CH:23]=[CH:24][C:25]([C:30]([F:33])([F:32])[F:31])=[C:26]([CH:29]=1)[CH:27]=[O:28].CO.[C:36]([O:39]CC)(=[O:38])[CH3:37]. Product: [C:15]([OH:14])(=[O:28])/[CH:18]=[CH:37]/[C:36]([OH:39])=[O:38].[CH2:19]([CH:3]([CH2:1][CH3:2])[CH2:4][N:5]([CH2:27][C:26]1[CH:29]=[C:22]([F:21])[CH:23]=[CH:24][C:25]=1[C:30]([F:32])([F:31])[F:33])[CH:6]1[CH2:7][CH2:8][NH:9][CH2:10][CH2:11]1)[CH3:20]. The catalyst class is: 244. (7) Reactant: [CH:1]1([C:4]([N:6]2[CH2:10][CH2:9][C@@H:8]([CH2:11][NH:12][C:13]3[CH:18]=[CH:17][C:16]([F:19])=[CH:15][C:14]=3[N+:20]([O-])=O)[CH2:7]2)=[O:5])[CH2:3][CH2:2]1. Product: [CH:1]1([C:4]([N:6]2[CH2:10][CH2:9][C@@H:8]([CH2:11][NH:12][C:13]3[C:14]([NH2:20])=[CH:15][C:16]([F:19])=[CH:17][CH:18]=3)[CH2:7]2)=[O:5])[CH2:3][CH2:2]1. The catalyst class is: 50. (8) Reactant: [OH:1][C:2]1[CH:7]=[CH:6][CH:5]=[CH:4][C:3]=1[CH2:8][C:9]([O:11][C:12]([CH3:15])([CH3:14])[CH3:13])=[O:10].C1(P(C2C=CC=CC=2)C2C=CC=CC=2)C=CC=CC=1.[Br:35][C:36]1[CH:37]=[C:38]([CH:41]=[CH:42][C:43]=1[C:44]#[N:45])[CH2:39]O.N(C(OC(C)C)=O)=NC(OC(C)C)=O.C([O-])(O)=O.[Na+]. Product: [Br:35][C:36]1[CH:37]=[C:38]([CH:41]=[CH:42][C:43]=1[C:44]#[N:45])[CH2:39][O:1][C:2]1[CH:7]=[CH:6][CH:5]=[CH:4][C:3]=1[CH2:8][C:9]([O:11][C:12]([CH3:15])([CH3:14])[CH3:13])=[O:10]. The catalyst class is: 1. (9) Reactant: [I:1][C:2]1[CH:7]=[CH:6][C:5]([NH2:8])=[C:4]([N+:9]([O-:11])=[O:10])[CH:3]=1.[CH3:12]N(C=O)C.IC. Product: [I:1][C:2]1[CH:7]=[CH:6][C:5]([NH:8][CH3:12])=[C:4]([N+:9]([O-:11])=[O:10])[CH:3]=1. The catalyst class is: 6. (10) Reactant: [Cl:1][C:2]1[CH:7]=[CH:6][C:5]([O:8][C:9]2[CH:14]=[CH:13][C:12]([CH2:15][CH2:16][O:17][C:18]3[NH:19][CH:20]=[C:21]([CH2:25][CH3:26])[C:22](=[O:24])[N:23]=3)=[CH:11][CH:10]=2)=[CH:4][C:3]=1[CH3:27].[CH3:28]CN(C(C)C)C(C)C.CI. Product: [Cl:1][C:2]1[CH:7]=[CH:6][C:5]([O:8][C:9]2[CH:10]=[CH:11][C:12]([CH2:15][CH2:16][O:17][C:18]3[N:19]([CH3:28])[CH:20]=[C:21]([CH2:25][CH3:26])[C:22](=[O:24])[N:23]=3)=[CH:13][CH:14]=2)=[CH:4][C:3]=1[CH3:27]. The catalyst class is: 2.